Dataset: Catalyst prediction with 721,799 reactions and 888 catalyst types from USPTO. Task: Predict which catalyst facilitates the given reaction. Reactant: [C:1]([O:4][CH2:5][CH2:6][CH2:7][N:8]1[C:13](=[O:14])[C:12]2[N:15]([CH2:19][C:20]3[CH:25]=[CH:24][C:23]([Cl:26])=[CH:22][CH:21]=3)[CH:16]=[C:17](Br)[C:11]=2[N:10]([CH3:27])[C:9]1=[O:28])(=[O:3])[CH3:2].[Cl:29][C:30]1[CH:31]=[C:32](B(O)O)[CH:33]=[CH:34][CH:35]=1.[O-]P([O-])([O-])=O.[K+].[K+].[K+]. Product: [C:1]([O:4][CH2:5][CH2:6][CH2:7][N:8]1[C:13](=[O:14])[C:12]2[N:15]([CH2:19][C:20]3[CH:25]=[CH:24][C:23]([Cl:26])=[CH:22][CH:21]=3)[CH:16]=[C:17]([C:34]3[CH:33]=[CH:32][CH:31]=[C:30]([Cl:29])[CH:35]=3)[C:11]=2[N:10]([CH3:27])[C:9]1=[O:28])(=[O:3])[CH3:2]. The catalyst class is: 75.